Dataset: Forward reaction prediction with 1.9M reactions from USPTO patents (1976-2016). Task: Predict the product of the given reaction. (1) Given the reactants [Si:1]([O:8][CH2:9][C:10]1[CH:11]=[C:12]([CH2:25][CH2:26][C:27]2[CH:28]=[C:29](/[C:33](/[CH2:37][CH3:38])=[CH:34]/[CH:35]=O)[CH:30]=[CH:31][CH:32]=2)[CH:13]=[CH:14][C:15]=1[CH2:16][O:17][Si:18]([C:21]([CH3:24])([CH3:23])[CH3:22])([CH3:20])[CH3:19])([C:4]([CH3:7])([CH3:6])[CH3:5])([CH3:3])[CH3:2].C1(P(C2C=CC=CC=2)C2C=CC=CC=2)C=CC=CC=1.[C:58](Br)(Br)([Br:60])[Br:59], predict the reaction product. The product is: [Si:1]([O:8][CH2:9][C:10]1[CH:11]=[C:12]([CH2:25][CH2:26][C:27]2[CH:28]=[C:29](/[C:33](/[CH2:37][CH3:38])=[CH:34]/[CH:35]=[C:58]([Br:60])[Br:59])[CH:30]=[CH:31][CH:32]=2)[CH:13]=[CH:14][C:15]=1[CH2:16][O:17][Si:18]([C:21]([CH3:24])([CH3:22])[CH3:23])([CH3:19])[CH3:20])([C:4]([CH3:6])([CH3:5])[CH3:7])([CH3:2])[CH3:3]. (2) Given the reactants NC1C=CC([N:8]2[CH2:13][CH2:12][CH:11]([CH:14](C3C=CC=CC=3)[C:15]([O:17]C)=[O:16])[CH2:10][CH2:9]2)=CC=1.CCN(C(C)C)C(C)C, predict the reaction product. The product is: [NH:8]1[CH2:13][CH2:12][CH:11]([CH2:14][C:15]([OH:17])=[O:16])[CH2:10][CH2:9]1. (3) Given the reactants [NH:1]1[CH2:6][CH:5]=[C:4]([C:7]2[CH:19]=[CH:18][C:10]([CH2:11][C@@H:12]([C:14]([O:16][CH3:17])=[O:15])[NH2:13])=[CH:9][CH:8]=2)[CH2:3][CH2:2]1.C(=O)([O-])[O-].[F:24][C:25]1[CH:32]=[CH:31][C:28]([CH2:29]Br)=[CH:27][CH:26]=1.N1CCNCC1, predict the reaction product. The product is: [F:24][C:25]1[CH:32]=[CH:31][C:28]([CH2:29][N:1]2[CH2:2][CH:3]=[C:4]([C:7]3[CH:19]=[CH:18][C:10]([CH2:11][C@@H:12]([C:14]([O:16][CH3:17])=[O:15])[NH2:13])=[CH:9][CH:8]=3)[CH2:5][CH2:6]2)=[CH:27][CH:26]=1. (4) Given the reactants C(N(CC)C(C)C)(C)C.Cl.[CH3:11][NH:12][O:13][CH3:14].[NH2:15][C:16]1[CH:24]=[CH:23][C:22]([F:25])=[CH:21][C:17]=1[C:18](O)=[O:19].C(Cl)CCl, predict the reaction product. The product is: [NH2:15][C:16]1[CH:24]=[CH:23][C:22]([F:25])=[CH:21][C:17]=1[C:18]([N:12]([O:13][CH3:14])[CH3:11])=[O:19]. (5) Given the reactants [OH:1][C@H:2]1[CH2:7][N:6]([C:8]([C:10]2[CH:15]=[CH:14][CH:13]=[CH:12][C:11]=2[N:16]2[N:20]=[CH:19][CH:18]=[N:17]2)=[O:9])[C@H:5]([CH3:21])[CH2:4][CH2:3]1.[H-].[Na+].F[C:25]1[C:30]([F:31])=[C:29]([C:32]([F:35])([F:34])[F:33])[CH:28]=[CH:27][N:26]=1, predict the reaction product. The product is: [F:31][C:30]1[C:25]([O:1][C@@H:2]2[CH2:3][CH2:4][C@@H:5]([CH3:21])[N:6]([C:8]([C:10]3[CH:15]=[CH:14][CH:13]=[CH:12][C:11]=3[N:16]3[N:20]=[CH:19][CH:18]=[N:17]3)=[O:9])[CH2:7]2)=[N:26][CH:27]=[CH:28][C:29]=1[C:32]([F:34])([F:33])[F:35]. (6) Given the reactants [F:1][C:2]1[C:3]([NH:23][C:24]2[CH:29]=[CH:28][C:27](I)=[CH:26][C:25]=2[F:31])=[C:4]([CH:12]=[C:13]([CH2:16][N:17]2[C:21](=[O:22])[CH2:20][CH2:19][O:18]2)[C:14]=1[F:15])[C:5]([NH:7][O:8][CH2:9][CH2:10][OH:11])=[O:6].[CH:32](N(CC)C(C)C)(C)[CH3:33].C[Si](C#C)(C)C.[F-].C([N+](CCCC)(CCCC)CCCC)CCC, predict the reaction product. The product is: [C:32]([C:27]1[CH:28]=[CH:29][C:24]([NH:23][C:3]2[C:2]([F:1])=[C:14]([F:15])[C:13]([CH2:16][N:17]3[C:21](=[O:22])[CH2:20][CH2:19][O:18]3)=[CH:12][C:4]=2[C:5]([NH:7][O:8][CH2:9][CH2:10][OH:11])=[O:6])=[C:25]([F:31])[CH:26]=1)#[CH:33]. (7) Given the reactants Br[C:2]1[CH:3]=[C:4]([CH:25]2[CH2:27][CH2:26]2)[C:5]([O:21][CH2:22][CH2:23][CH3:24])=[C:6]([NH:8][C:9]([NH:11][C:12]2[CH:17]=[CH:16][C:15]([CH:18]3[CH2:20][CH2:19]3)=[CH:14][CH:13]=2)=[O:10])[CH:7]=1.CC1(C)COB([C:35]2[CH:42]=[CH:41][CH:40]=[CH:39][C:36]=2[C:37]#[N:38])OC1.P([O-])([O-])([O-])=O.[K+].[K+].[K+], predict the reaction product. The product is: [C:37]([C:36]1[CH:39]=[CH:40][CH:41]=[CH:42][C:35]=1[C:2]1[CH:3]=[C:4]([CH:25]2[CH2:26][CH2:27]2)[C:5]([O:21][CH2:22][CH2:23][CH3:24])=[C:6]([NH:8][C:9]([NH:11][C:12]2[CH:13]=[CH:14][C:15]([CH:18]3[CH2:20][CH2:19]3)=[CH:16][CH:17]=2)=[O:10])[CH:7]=1)#[N:38].